Dataset: Peptide-MHC class I binding affinity with 185,985 pairs from IEDB/IMGT. Task: Regression. Given a peptide amino acid sequence and an MHC pseudo amino acid sequence, predict their binding affinity value. This is MHC class I binding data. The peptide sequence is FQILHDRFF. The MHC is HLA-B14:02 with pseudo-sequence HLA-B14:02. The binding affinity (normalized) is 0.340.